From a dataset of Forward reaction prediction with 1.9M reactions from USPTO patents (1976-2016). Predict the product of the given reaction. (1) Given the reactants [F:1][C:2]1[CH:3]=[CH:4][C:5]([C:8]2[C:12]([CH2:13][CH2:14][C:15]3[S:16][C:17]([C:20]([OH:22])=O)=[CH:18][N:19]=3)=[C:11]([CH3:23])[O:10][N:9]=2)=[N:6][CH:7]=1.[CH3:24][NH2:25], predict the reaction product. The product is: [CH3:24][NH:25][C:20]([C:17]1[S:16][C:15]([CH2:14][CH2:13][C:12]2[C:8]([C:5]3[CH:4]=[CH:3][C:2]([F:1])=[CH:7][N:6]=3)=[N:9][O:10][C:11]=2[CH3:23])=[N:19][CH:18]=1)=[O:22]. (2) Given the reactants [NH2:1][C:2]1[N:3]=[CH:4][C:5](B(O)O)=[N:6][C:7]=1[C:8](=[O:30])[NH:9][C:10]1[C:15]([N:16]2[CH2:21][CH2:20][CH:19]([NH:22][C:23]([O:25][C:26]([CH3:29])([CH3:28])[CH3:27])=[O:24])[CH2:18][CH2:17]2)=[CH:14][CH:13]=[CH:12][N:11]=1.Cl[C:35]1[N:36]=[C:37]([N:40]2[CH2:45][CH2:44][O:43][CH2:42][CH2:41]2)[S:38][CH:39]=1.P([O-])([O-])([O-])=O.[K+].[K+].[K+], predict the reaction product. The product is: [NH2:1][C:2]1[C:7]([C:8]([NH:9][C:10]2[C:15]([N:16]3[CH2:21][CH2:20][CH:19]([NH:22][C:23](=[O:24])[O:25][C:26]([CH3:29])([CH3:28])[CH3:27])[CH2:18][CH2:17]3)=[CH:14][CH:13]=[CH:12][N:11]=2)=[O:30])=[N:6][C:5]([C:35]2[N:36]=[C:37]([N:40]3[CH2:41][CH2:42][O:43][CH2:44][CH2:45]3)[S:38][CH:39]=2)=[CH:4][N:3]=1. (3) Given the reactants [CH2:1]([N:4]1[C:22]([C:23]2[CH:28]=[CH:27][CH:26]=[CH:25][CH:24]=2)=[C:7]2[CH2:8][N:9]([C:12](=[O:21])[CH2:13][O:14][C:15]3[CH:20]=[CH:19][CH:18]=[CH:17][CH:16]=3)[CH2:10][CH2:11][C:6]2=[N:5]1)[CH:2]=C.[BH4-].[Na+].C1C[O:34]CC1, predict the reaction product. The product is: [OH:34][CH2:2][CH2:1][N:4]1[C:22]([C:23]2[CH:24]=[CH:25][CH:26]=[CH:27][CH:28]=2)=[C:7]2[CH2:8][N:9]([C:12](=[O:21])[CH2:13][O:14][C:15]3[CH:20]=[CH:19][CH:18]=[CH:17][CH:16]=3)[CH2:10][CH2:11][C:6]2=[N:5]1. (4) Given the reactants F[P-](F)(F)(F)(F)F.N1(O[P+](N(C)C)(N(C)C)N(C)C)C2C=CC=CC=2N=N1.[C:28]1([P:34]([C:44]2[CH:49]=[CH:48][CH:47]=[CH:46][CH:45]=2)[C:35]2[N:40]=[C:39]([C:41]([OH:43])=O)[CH:38]=[CH:37][CH:36]=2)[CH:33]=[CH:32][CH:31]=[CH:30][CH:29]=1.[C:50]([O:54][C:55]([NH:57][C:58](=[NH:60])[NH2:59])=[O:56])([CH3:53])([CH3:52])[CH3:51].CN1CCOCC1, predict the reaction product. The product is: [C:50]([O:54][C:55]([NH:57][C:58](=[NH:59])[NH:60][C:41]([C:39]1[CH:38]=[CH:37][CH:36]=[C:35]([P:34]([C:28]2[CH:33]=[CH:32][CH:31]=[CH:30][CH:29]=2)[C:44]2[CH:45]=[CH:46][CH:47]=[CH:48][CH:49]=2)[N:40]=1)=[O:43])=[O:56])([CH3:53])([CH3:51])[CH3:52]. (5) Given the reactants [Cl:1][C:2]1[N:7]=[C:6]([C:8]#[N:9])[C:5]([N+:10]([O-])=O)=[CH:4][CH:3]=1.N.S(S([O-])=O)([O-])=[O:15].[Na+].[Na+], predict the reaction product. The product is: [NH2:10][C:5]1[C:6]([C:8]([NH2:9])=[O:15])=[N:7][C:2]([Cl:1])=[CH:3][CH:4]=1. (6) Given the reactants [CH3:1][O:2][C:3]1[CH:4]=[C:5]2[C:10](=[CH:11][C:12]=1[O:13][CH3:14])[N:9]=[CH:8][N:7]=[C:6]2[O:15][C:16]1[CH:22]=[CH:21][C:19]([NH2:20])=[CH:18][CH:17]=1.[C:23]1([CH3:29])[CH:28]=[CH:27][CH:26]=[CH:25][CH:24]=1.C(N(CC)CC)C.Cl[C:38](Cl)([O:40][C:41](=[O:47])OC(Cl)(Cl)Cl)Cl.CC1C=CC(CO)=CC=1, predict the reaction product. The product is: [CH3:1][O:2][C:3]1[CH:4]=[C:5]2[C:10](=[CH:11][C:12]=1[O:13][CH3:14])[N:9]=[CH:8][N:7]=[C:6]2[O:15][C:16]1[CH:22]=[CH:21][C:19]([NH:20][C:41](=[O:47])[O:40][CH2:38][C:26]2[CH:27]=[CH:28][C:23]([CH3:29])=[CH:24][CH:25]=2)=[CH:18][CH:17]=1. (7) Given the reactants [CH3:1][C:2]1[NH:3][C:4](=[O:23])[N:5]([C:16]2[CH:17]=[C:18]([CH3:22])[CH:19]=[CH:20][CH:21]=2)[C:6]=1[C:7]1[CH:8]=[CH:9][C:10]2[N:11]([N:13]=[CH:14][N:15]=2)[CH:12]=1.CN(C)C=O.CC(C)([O-])C.[K+].Cl[CH2:36][C:37]1[CH:42]=[CH:41][CH:40]=[C:39]([N+:43]([O-:45])=[O:44])[CH:38]=1, predict the reaction product. The product is: [N:15]1[CH:14]=[N:13][N:11]2[CH:12]=[C:7]([C:6]3[N:5]([C:16]4[CH:17]=[C:18]([CH3:22])[CH:19]=[CH:20][CH:21]=4)[C:4](=[O:23])[N:3]([CH2:36][C:37]4[CH:42]=[CH:41][CH:40]=[C:39]([N+:43]([O-:45])=[O:44])[CH:38]=4)[C:2]=3[CH3:1])[CH:8]=[CH:9][C:10]=12. (8) Given the reactants [N:1]1([CH2:6][CH:7]([OH:10])[CH2:8][OH:9])[CH2:5][CH2:4][CH2:3][CH2:2]1.[C:11]([OH:30])(=O)[CH2:12][CH2:13][CH2:14][CH2:15][CH2:16][CH2:17][CH2:18]/[CH:19]=[CH:20]\[CH2:21]/[CH:22]=[CH:23]\[CH2:24][CH2:25][CH2:26][CH2:27][CH3:28].Cl.C(N=C=N[CH2:37][CH2:38][CH2:39]N(C)C)C, predict the reaction product. The product is: [C:11]([O:10][CH:7]([CH2:6][N:1]1[CH2:5][CH2:4][CH2:3][CH2:2]1)[CH2:8][O:9][C:11](=[O:30])[CH2:12][CH2:13][CH2:14][CH2:15][CH2:16][CH2:17][CH2:18]/[CH:19]=[CH:20]\[CH2:21]/[CH:22]=[CH:23]\[CH2:24][CH2:25][CH2:26][CH2:27][CH3:28])(=[O:30])[CH2:12][CH2:13][CH2:14][CH2:15][CH2:16][CH2:17][CH2:18]/[CH:19]=[CH:20]\[CH2:21]/[CH:22]=[CH:23]\[CH2:24][CH2:25][CH2:39][CH2:38][CH3:37]. (9) Given the reactants FC1C=C(C=CC=1)CN1C2C(=CC=CC=2CCC2C=CC(C(O)=O)=CC=2)CC1.[CH3:29][O:30][C:31]1[CH:32]=[C:33]([CH2:37][C:38]([N:40]2[C:48]3[C:43](=[CH:44][CH:45]=[CH:46][C:47]=3[CH2:49][CH2:50][C:51]3[CH:60]=[CH:59][C:54]([C:55]([O:57]C)=[O:56])=[CH:53][CH:52]=3)[CH2:42][CH2:41]2)=[O:39])[CH:34]=[CH:35][CH:36]=1.[Li+].[OH-], predict the reaction product. The product is: [CH3:29][O:30][C:31]1[CH:32]=[C:33]([CH2:37][C:38]([N:40]2[C:48]3[C:43](=[CH:44][CH:45]=[CH:46][C:47]=3[CH2:49][CH2:50][C:51]3[CH:52]=[CH:53][C:54]([C:55]([OH:57])=[O:56])=[CH:59][CH:60]=3)[CH2:42][CH2:41]2)=[O:39])[CH:34]=[CH:35][CH:36]=1. (10) Given the reactants O=[CH:2][CH2:3][C:4]1[C:12]2[C:7](=[CH:8][CH:9]=[C:10]([C:13]#[N:14])[CH:11]=2)[NH:6][CH:5]=1.[CH3:15][O:16][C:17]1[CH:22]=[CH:21][N:20]([C:23]2[CH:28]=[CH:27][C:26]([N:29]3[CH2:34][CH2:33][NH:32][CH2:31][CH2:30]3)=[CH:25][CH:24]=2)[C:19](=[O:35])[CH:18]=1.C([BH3-])#N.[Na+].C(O)(=O)C, predict the reaction product. The product is: [CH3:15][O:16][C:17]1[CH:22]=[CH:21][N:20]([C:23]2[CH:24]=[CH:25][C:26]([N:29]3[CH2:30][CH2:31][N:32]([CH2:2][CH2:3][C:4]4[C:12]5[C:7](=[CH:8][CH:9]=[C:10]([C:13]#[N:14])[CH:11]=5)[NH:6][CH:5]=4)[CH2:33][CH2:34]3)=[CH:27][CH:28]=2)[C:19](=[O:35])[CH:18]=1.